This data is from Peptide-MHC class I binding affinity with 185,985 pairs from IEDB/IMGT. The task is: Regression. Given a peptide amino acid sequence and an MHC pseudo amino acid sequence, predict their binding affinity value. This is MHC class I binding data. The peptide sequence is TELPLAYER. The MHC is HLA-B39:01 with pseudo-sequence HLA-B39:01. The binding affinity (normalized) is 0.0847.